Dataset: Full USPTO retrosynthesis dataset with 1.9M reactions from patents (1976-2016). Task: Predict the reactants needed to synthesize the given product. (1) Given the product [C:1]1([C:7]2[CH:8]=[N:9][N:10]([CH2:12][CH2:13][C@@:14]([CH3:24])([S:20]([CH3:23])(=[O:21])=[O:22])[C:15]([OH:17])=[O:16])[CH:11]=2)[CH2:6][CH2:5][CH2:4][CH2:3][CH:2]=1, predict the reactants needed to synthesize it. The reactants are: [C:1]1([C:7]2[CH:8]=[N:9][N:10]([CH2:12][CH2:13][C@@:14]([CH3:24])([S:20]([CH3:23])(=[O:22])=[O:21])[C:15]([O:17]CC)=[O:16])[CH:11]=2)[CH2:6][CH2:5][CH2:4][CH2:3][CH:2]=1.[Li+].[OH-]. (2) Given the product [C:1]([O:5][C:6]([NH:8][C@@H:9]1[C:23](=[O:24])[N:22]2[CH2:25][C@H:26]([O:28][C:37]3[C:46]([CH2:47][CH3:48])=[N:45][C:44]4[C:39](=[CH:40][CH:41]=[CH:42][CH:43]=4)[N:38]=3)[CH2:27][C@H:21]2[C:20](=[O:29])[NH:19][C@:18]2([C:31]([OH:33])=[O:32])[CH2:30][C@H:17]2[CH2:16][C:15]([F:35])([F:34])[CH2:14][CH2:13][CH2:12][CH2:11][CH2:10]1)=[O:7])([CH3:4])([CH3:2])[CH3:3], predict the reactants needed to synthesize it. The reactants are: [C:1]([O:5][C:6]([NH:8][C@@H:9]1[C:23](=[O:24])[N:22]2[CH2:25][C@H:26]([OH:28])[CH2:27][C@H:21]2[C:20](=[O:29])[NH:19][C@:18]2([C:31]([OH:33])=[O:32])[CH2:30][C@H:17]2[CH2:16][C:15]([F:35])([F:34])[CH2:14][CH2:13][CH2:12][CH2:11][CH2:10]1)=[O:7])([CH3:4])([CH3:3])[CH3:2].Cl[C:37]1[C:46]([CH2:47][CH3:48])=[N:45][C:44]2[C:39](=[CH:40][CH:41]=[CH:42][CH:43]=2)[N:38]=1.CN(C=O)C.CCC([O-])(C)C.[Na+]. (3) Given the product [CH3:26][CH:6]1[CH2:5][C@H:4]2[C@H:8]([CH2:9][N:10]([C:11]([C:13]3[N:14]=[C:15]([CH3:25])[S:16][C:17]=3[C:18]3[CH:19]=[C:20]([CH3:24])[CH:21]=[CH:22][CH:23]=3)=[O:12])[C@@H:3]2[CH2:2][NH:1][C:34]([C:30]2[CH:29]=[C:28]([CH3:27])[CH:33]=[CH:32][N:31]=2)=[O:35])[CH2:7]1, predict the reactants needed to synthesize it. The reactants are: [NH2:1][CH2:2][C@H:3]1[N:10]([C:11]([C:13]2[N:14]=[C:15]([CH3:25])[S:16][C:17]=2[C:18]2[CH:19]=[C:20]([CH3:24])[CH:21]=[CH:22][CH:23]=2)=[O:12])[CH2:9][C@H:8]2[C@@H:4]1[CH2:5][CH:6]([CH3:26])[CH2:7]2.[CH3:27][C:28]1[CH:33]=[CH:32][N:31]=[C:30]([C:34](O)=[O:35])[CH:29]=1. (4) Given the product [Br:1][C:2]1[N:7]=[C:6]2[CH:8]=[C:9]([CH2:10][CH:11]3[CH2:15][O:14][C@@H:13]4[C@H:16]([O:19][Si:20]([C:23]([CH3:26])([CH3:25])[CH3:24])([CH3:22])[CH3:21])[CH2:17][O:18][C@H:12]34)[NH:27][C:5]2=[CH:4][C:3]=1[Cl:35], predict the reactants needed to synthesize it. The reactants are: [Br:1][C:2]1[N:7]=[C:6]([C:8]#[C:9][CH2:10][CH:11]2[CH2:15][O:14][C@@H:13]3[C@H:16]([O:19][Si:20]([C:23]([CH3:26])([CH3:25])[CH3:24])([CH3:22])[CH3:21])[CH2:17][O:18][C@H:12]23)[C:5]([NH:27]C(=O)OC(C)(C)C)=[CH:4][C:3]=1[Cl:35].C1CCN2C(=NCCC2)CC1. (5) Given the product [CH2:62]([C:7]1([CH2:5][CH3:6])[C:8]2[CH:9]=[C:10]([C:41]3[CH:42]=[CH:43][C:44]([C:47]4[CH:52]=[CH:51][C:50]([OH:53])=[CH:49][CH:48]=4)=[CH:45][CH:46]=3)[CH:11]=[CH:12][C:13]=2[C:14]2[C:19]1=[CH:18][C:17]([C:20]1[CH:25]=[CH:24][C:23]([C:26]3[CH:31]=[CH:30][C:29]([OH:32])=[CH:28][CH:27]=3)=[CH:22][CH:21]=1)=[CH:16][CH:15]=2)[CH3:63], predict the reactants needed to synthesize it. The reactants are: B(Br)(Br)Br.[CH2:5]([C:7]1([CH2:62][CH3:63])[C:19]2[CH:18]=[C:17]([C:20]3[CH:25]=[CH:24][C:23]([C:26]4[CH:31]=[CH:30][C:29]([O:32]CCCCCCCC)=[CH:28][CH:27]=4)=[CH:22][CH:21]=3)[CH:16]=[CH:15][C:14]=2[C:13]2[C:8]1=[CH:9][C:10]([C:41]1[CH:46]=[CH:45][C:44]([C:47]3[CH:52]=[CH:51][C:50]([O:53]CCCCCCCC)=[CH:49][CH:48]=3)=[CH:43][CH:42]=1)=[CH:11][CH:12]=2)[CH3:6].